The task is: Predict the reactants needed to synthesize the given product.. This data is from Full USPTO retrosynthesis dataset with 1.9M reactions from patents (1976-2016). The reactants are: [C:1]([C:3]1[CH:8]=[CH:7][C:6]([C:9]2([NH:13][C:14](=[O:20])[O:15][C:16]([CH3:19])([CH3:18])[CH3:17])[CH2:12][CH2:11][CH2:10]2)=[CH:5][CH:4]=1)#[CH:2].Cl[C:22]1[C:23](=[O:38])[N:24]([CH2:29][C:30]2[CH:35]=[CH:34][C:33]([O:36][CH3:37])=[CH:32][CH:31]=2)[CH:25]=[C:26]([Cl:28])[N:27]=1.C(N(CC)CC)C. Given the product [Cl:28][C:26]1[N:27]=[C:22]([C:2]#[C:1][C:3]2[CH:4]=[CH:5][C:6]([C:9]3([NH:13][C:14](=[O:20])[O:15][C:16]([CH3:17])([CH3:19])[CH3:18])[CH2:12][CH2:11][CH2:10]3)=[CH:7][CH:8]=2)[C:23](=[O:38])[N:24]([CH2:29][C:30]2[CH:35]=[CH:34][C:33]([O:36][CH3:37])=[CH:32][CH:31]=2)[CH:25]=1, predict the reactants needed to synthesize it.